This data is from Full USPTO retrosynthesis dataset with 1.9M reactions from patents (1976-2016). The task is: Predict the reactants needed to synthesize the given product. (1) Given the product [S:37]([C:34]1[CH:33]=[CH:32][C:31]([CH3:30])=[CH:36][CH:35]=1)([O:40][CH2:41][CH2:42][CH3:43])(=[O:38])=[O:39], predict the reactants needed to synthesize it. The reactants are: OC1C=CC(C2C3C=C(N(C)C)C=CC=3S(=O)(=O)CCC2)=CC=1.C([O-])([O-])=O.[K+].[K+].[CH3:30][C:31]1[CH:36]=[CH:35][C:34]([S:37]([O:40][CH2:41][CH2:42][CH2:43]OS(C2C=CC(C)=CC=2)(=O)=O)(=[O:39])=[O:38])=[CH:33][CH:32]=1. (2) The reactants are: [OH-].[Na+].[NH2:3][S:4]([C:7]1[CH:12]=[CH:11][C:10]([CH2:13][NH:14][C:15]([C:17]2[CH:18]=[N:19][C:20]3[C:25]([C:26]=2[NH:27][C:28]2[CH:29]=[C:30]([CH:36]=[CH:37][CH:38]=2)[C:31]([O:33]CC)=[O:32])=[CH:24][CH:23]=[C:22]([C:39]2[C:40]([CH3:45])=[N:41][O:42][C:43]=2[CH3:44])[CH:21]=3)=[O:16])=[CH:9][CH:8]=1)(=[O:6])=[O:5]. Given the product [NH2:3][S:4]([C:7]1[CH:12]=[CH:11][C:10]([CH2:13][NH:14][C:15]([C:17]2[CH:18]=[N:19][C:20]3[C:25]([C:26]=2[NH:27][C:28]2[CH:29]=[C:30]([CH:36]=[CH:37][CH:38]=2)[C:31]([OH:33])=[O:32])=[CH:24][CH:23]=[C:22]([C:39]2[C:40]([CH3:45])=[N:41][O:42][C:43]=2[CH3:44])[CH:21]=3)=[O:16])=[CH:9][CH:8]=1)(=[O:6])=[O:5], predict the reactants needed to synthesize it. (3) Given the product [CH3:1][O:2][C:3]1[CH:12]=[C:11]2[C:6]([C:7](=[O:15])[N:8]([CH3:14])[C:9](=[O:13])[N:10]2[CH2:71][CH2:72][N:73]2[CH2:78][CH2:77][CH:76]([NH:79][C:80](=[O:86])[O:81][C:82]([CH3:85])([CH3:84])[CH3:83])[CH2:75][CH2:74]2)=[CH:5][CH:4]=1, predict the reactants needed to synthesize it. The reactants are: [CH3:1][O:2][C:3]1[CH:12]=[C:11]2[C:6]([C:7](=[O:15])[N:8]([CH3:14])[C:9](=[O:13])[NH:10]2)=[CH:5][CH:4]=1.C[Si]([N-][Si](C)(C)C)(C)C.[Li+].FC1C=C2C(C=CC(=O)N2CCN2CCC(NCC3C=CC4OCC(=O)NC=4N=3)CC2)=CC=1.COC1C=C2C(C=CC(=O)N2[CH2:71][CH2:72][N:73]2[CH2:78][CH2:77][CH:76]([NH:79][C:80](=[O:86])[O:81][C:82]([CH3:85])([CH3:84])[CH3:83])[CH2:75][CH2:74]2)=CC=1. (4) Given the product [NH2:1][C:2]1[N:7]=[CH:6][C:5]([C:8]([N:10]=[S:11]([CH2:21][CH2:22][CH2:23][CH2:24][C:25]([O:27][CH3:28])=[O:26])([CH2:13][CH2:14][CH2:15][CH2:16][C:17]([O:19][CH3:20])=[O:18])=[O:12])=[O:9])=[CH:4][C:3]=1[C:31]#[C:30][C:32]1[CH:38]=[CH:37][CH:36]=[C:34]([NH2:35])[CH:33]=1, predict the reactants needed to synthesize it. The reactants are: [NH2:1][C:2]1[N:7]=[CH:6][C:5]([C:8]([N:10]=[S:11]([CH2:21][CH2:22][CH2:23][CH2:24][C:25]([O:27][CH3:28])=[O:26])([CH2:13][CH2:14][CH2:15][CH2:16][C:17]([O:19][CH3:20])=[O:18])=[O:12])=[O:9])=[CH:4][C:3]=1I.[C:30]([C:32]1[CH:33]=[C:34]([CH:36]=[CH:37][CH:38]=1)[NH2:35])#[CH:31].C(N(CC)CC)C. (5) Given the product [F:1][C:2]1[C:21]([F:22])=[C:20]([CH3:23])[CH:19]=[CH:18][C:3]=1[CH2:4][C:5]1[C:12]([C:13]#[N:14])=[C:11]([OH:15])[C:10]([OH:16])=[CH:9][C:6]=1[C:7]#[N:8], predict the reactants needed to synthesize it. The reactants are: [F:1][C:2]1[C:21]([F:22])=[C:20]([CH3:23])[CH:19]=[CH:18][C:3]=1[CH2:4][C:5]1[C:12]([C:13]#[N:14])=[C:11]([OH:15])[C:10]([O:16]C)=[CH:9][C:6]=1[C:7]#[N:8].BrC1C(C#N)=C(O)C(OC)=CC=1C#N.FC1C(F)=C(C)C=CC=1CB1OC(C)(C)C(C)(C)O1. (6) Given the product [CH:6]1[CH:1]=[CH:2][C:3]([C:27]([OH:28])=[O:26])=[C:4]([C:10]2[C:11]3[CH:12]=[CH:13][C:14]([OH:25])=[CH:15][C:16]=3[O:17][C:18]3[C:19]=2[CH:20]=[CH:21][C:22]([CH:23]=3)=[O:24])[CH:5]=1, predict the reactants needed to synthesize it. The reactants are: [CH:1]1[C:6](C(O)=O)=[CH:5][C:4]2[C:10]3([O:26][C:27](=[O:28])[C:3]=2[CH:2]=1)[C:19]1[CH:20]=[CH:21][C:22]([OH:24])=[CH:23][C:18]=1[O:17][C:16]1[CH:15]=[C:14]([OH:25])[CH:13]=[CH:12][C:11]3=1.C1CCC(N=C=NC2CCCCC2)CC1. (7) The reactants are: [C:1]([O:5][C:6](=[O:13])[CH2:7][CH2:8][CH2:9][C:10](O)=[O:11])([CH3:4])([CH3:3])[CH3:2].C(Cl)(=O)C([Cl:17])=O. Given the product [Cl:17][C:10](=[O:11])[CH2:9][CH2:8][CH2:7][C:6]([O:5][C:1]([CH3:4])([CH3:3])[CH3:2])=[O:13], predict the reactants needed to synthesize it.